Dataset: Full USPTO retrosynthesis dataset with 1.9M reactions from patents (1976-2016). Task: Predict the reactants needed to synthesize the given product. (1) Given the product [Br:3][C:4]1[CH:9]=[CH:8][CH:7]=[CH:6][C:5]=1[C:10]1[N:14]([S:38]([C:34]2[CH:33]=[N:32][CH:37]=[CH:36][CH:35]=2)(=[O:40])=[O:39])[CH:13]=[C:12]([CH:15]=[O:16])[CH:11]=1, predict the reactants needed to synthesize it. The reactants are: [H-].[Na+].[Br:3][C:4]1[CH:9]=[CH:8][CH:7]=[CH:6][C:5]=1[C:10]1[NH:14][CH:13]=[C:12]([CH:15]=[O:16])[CH:11]=1.C1OCCOCCOCCOCCOC1.[N:32]1[CH:37]=[CH:36][CH:35]=[C:34]([S:38](Cl)(=[O:40])=[O:39])[CH:33]=1. (2) Given the product [C:7]([NH:11][C:12]1[N:3]2[NH:4][CH:5]=[N:6][C:2]2=[N:1][C:16]=1[C:15]1[CH:18]=[CH:19][C:20]([Cl:22])=[CH:21][C:14]=1[Cl:13])([CH3:10])([CH3:9])[CH3:8], predict the reactants needed to synthesize it. The reactants are: [NH2:1][C:2]1[N:6]=[CH:5][NH:4][N:3]=1.[C:7]([N+:11]#[C-:12])([CH3:10])([CH3:9])[CH3:8].[Cl:13][C:14]1[CH:21]=[C:20]([Cl:22])[CH:19]=[CH:18][C:15]=1[CH:16]=O.